From a dataset of Full USPTO retrosynthesis dataset with 1.9M reactions from patents (1976-2016). Predict the reactants needed to synthesize the given product. (1) The reactants are: [Cl:1][C:2]1[C:7]([Cl:8])=[CH:6][C:5]([NH:9][NH2:10])=[C:4]([S:11][CH2:12][CH3:13])[CH:3]=1.[NH2:14][C:15]1[CH:23]=[CH:22][C:21]([C:24]([F:27])([F:26])[F:25])=[CH:20][C:16]=1[C:17](O)=[O:18].N[C:29]1C(C(NNC2C=C(C#N)C=CC=2SCC)=O)=CC(Br)=CN=1. Given the product [Cl:1][C:2]1[C:7]([Cl:8])=[CH:6][C:5]([NH:9][N:10]2[C:17](=[O:18])[C:16]3[C:15](=[CH:23][CH:22]=[C:21]([C:24]([F:27])([F:26])[F:25])[CH:20]=3)[N:14]=[CH:29]2)=[C:4]([S:11][CH2:12][CH3:13])[CH:3]=1, predict the reactants needed to synthesize it. (2) Given the product [C:26]([C:25]1[C:8]2[CH:7]([CH:1]3[CH2:6][CH2:5][CH2:4][CH2:3][CH2:2]3)[N:11]([C:12]3[CH:17]=[CH:16][C:15]([C:18]4[CH:32]=[CH:31][O:34][N:19]=4)=[CH:14][CH:13]=3)[C:10](=[O:23])[C:9]=2[NH:36][N:37]=1)([CH3:29])([CH3:27])[CH3:28], predict the reactants needed to synthesize it. The reactants are: [CH:1]1([CH:7]2[N:11]([C:12]3[CH:17]=[CH:16][C:15]([C:18]4C=CO[N:19]=4)=[CH:14][CH:13]=3)[C:10](=[O:23])[C:9](O)=[C:8]2[C:25](=O)[C:26]([CH3:29])([CH3:28])[CH3:27])[CH2:6][CH2:5][CH2:4][CH2:3][CH2:2]1.[C:31]([OH:34])(=O)[CH3:32].O.[NH2:36][NH2:37]. (3) Given the product [NH:27]1[C:31]2[CH:32]=[CH:33][CH:34]=[CH:35][C:30]=2[N:29]=[C:28]1[CH2:36][CH2:37][CH2:38][N:39]([CH3:40])[CH2:15][CH2:14][C:2]1([OH:1])[CH2:11][CH:10]2[CH2:12][CH2:13][CH:3]1[C:4]1[C:9]2=[CH:8][CH:7]=[CH:6][CH:5]=1, predict the reactants needed to synthesize it. The reactants are: [OH:1][C@@:2]1([CH2:14][CH2:15]OS(C2C=CC(C)=CC=2)(=O)=O)[CH2:11][C@H:10]2[CH2:12][CH2:13][C@@H:3]1[C:4]1[C:9]2=[CH:8][CH:7]=[CH:6][CH:5]=1.[NH:27]1[C:31]2[CH:32]=[CH:33][CH:34]=[CH:35][C:30]=2[N:29]=[C:28]1[CH2:36][CH2:37][CH2:38][NH:39][CH3:40]. (4) Given the product [F:20][P-:21]([F:26])([F:25])([F:24])([F:23])[F:22].[F:1][C:2]1[CH:7]=[CH:6][CH:5]=[C:4]([F:8])[C:3]=1[NH+:9]1[CH:41]=[C:40]([C:34]2[CH:39]=[CH:38][CH:37]=[CH:36][CH:35]=2)[N:11]([C:12]2[C:13]([F:19])=[CH:14][CH:15]=[CH:16][C:17]=2[F:18])[NH:10]1, predict the reactants needed to synthesize it. The reactants are: [F:1][C:2]1[CH:7]=[CH:6][CH:5]=[C:4]([F:8])[C:3]=1[N:9]=[N:10][NH:11][C:12]1[C:17]([F:18])=[CH:16][CH:15]=[CH:14][C:13]=1[F:19].[F:20][P-:21]([F:26])([F:25])([F:24])([F:23])[F:22].[K+].ClOC(C)(C)C.[C:34]1([C:40]#[CH:41])[CH:39]=[CH:38][CH:37]=[CH:36][CH:35]=1. (5) Given the product [C:1]([O:5][C:6](=[O:7])[NH:8][CH2:9][C:10]1[C:15]([CH2:16][C:17]([CH3:18])([CH3:20])[CH3:19])=[N:14][C:13]([CH2:21][CH3:22])=[C:12]([CH2:23][C:24]([NH:42][C:41]2[CH:43]=[CH:44][CH:45]=[C:39]([S:36]([CH3:35])(=[O:38])=[O:37])[CH:40]=2)=[O:26])[C:11]=1[C:27]1[CH:32]=[CH:31][C:30]([CH3:33])=[CH:29][CH:28]=1)([CH3:3])([CH3:4])[CH3:2], predict the reactants needed to synthesize it. The reactants are: [C:1]([O:5][C:6]([NH:8][CH2:9][C:10]1[C:11]([C:27]2[CH:32]=[CH:31][C:30]([CH3:33])=[CH:29][CH:28]=2)=[C:12]([CH2:23][C:24]([OH:26])=O)[C:13]([CH2:21][CH3:22])=[N:14][C:15]=1[CH2:16][C:17]([CH3:20])([CH3:19])[CH3:18])=[O:7])([CH3:4])([CH3:3])[CH3:2].Cl.[CH3:35][S:36]([C:39]1[CH:40]=[C:41]([CH:43]=[CH:44][CH:45]=1)[NH2:42])(=[O:38])=[O:37].C(N(CC)C(C)C)(C)C.F[P-](F)(F)(F)(F)F.N1(OC(N(C)C)=[N+](C)C)C2N=CC=CC=2N=N1.